Task: Predict the product of the given reaction.. Dataset: Forward reaction prediction with 1.9M reactions from USPTO patents (1976-2016) (1) Given the reactants [C:1]([O-:4])(=[O:3])[CH3:2].[Na+].[Cl-].[CH3:7][N+:8]1([CH2:13][O:14][CH3:15])[CH2:12][CH2:11][CH2:10][CH2:9]1, predict the reaction product. The product is: [C:1]([O-:4])(=[O:3])[CH3:2].[CH3:15][O:14][CH2:13][N+:8]1([CH3:7])[CH2:12][CH2:11][CH2:10][CH2:9]1. (2) Given the reactants [H-].[Na+].[NH:3]1[C:11]2[C:6](=[CH:7][CH:8]=[CH:9][CH:10]=2)[CH:5]=[CH:4]1.Br[CH2:13][CH2:14][CH2:15][CH2:16][CH2:17][CH2:18][Cl:19], predict the reaction product. The product is: [Cl:19][CH2:18][CH2:17][CH2:16][CH2:15][CH2:14][CH2:13][N:3]1[C:11]2[C:6](=[CH:7][CH:8]=[CH:9][CH:10]=2)[CH:5]=[CH:4]1. (3) Given the reactants FC(F)(F)C([NH:5][C:6]1[CH:11]=[CH:10][C:9]([S:12](=[O:20])(=[O:19])[NH:13][C:14]2[S:15][CH:16]=[CH:17][N:18]=2)=[CH:8][C:7]=1[F:21])=O.[OH-].[Na+].Cl, predict the reaction product. The product is: [NH2:5][C:6]1[CH:11]=[CH:10][C:9]([S:12]([NH:13][C:14]2[S:15][CH:16]=[CH:17][N:18]=2)(=[O:20])=[O:19])=[CH:8][C:7]=1[F:21]. (4) Given the reactants [Cl:1][C:2]([Cl:33])([Cl:32])[CH2:3][O:4][C:5]([C@@H:7]1[CH2:12][CH2:11][CH2:10][N:9]([C:13](=[O:31])[C@@H:14]([NH:16][C:17](=[O:30])[C@@H:18]([NH:22][C:23](OC(C)(C)C)=[O:24])[CH:19]([CH3:21])[CH3:20])[CH3:15])[NH:8]1)=[O:6].FC(F)(F)S(O[Si](C)(C)C)(=O)=O.C(N(CC)C(C)C)(C)C.[OH:55][C@@H:56]([C:58]1[CH:67]=[CH:66][C:65]2[C:60](=[CH:61][C:62](/[CH:68]=[CH:69]/[C:70]([CH2:75][CH2:76][O:77][CH3:78])(C)[C:71](O)=O)=[CH:63][CH:64]=2)[N:59]=1)[CH3:57].C[NH3+].F[P-](F)(F)(F)(F)F.N1(OC(N(C)C)=[N+](C)C)C2N=CC=CC=2N=N1.F[P-](F)(F)(F)(F)F, predict the reaction product. The product is: [Cl:32][C:2]([Cl:33])([Cl:1])[CH2:3][O:4][C:5]([C@@H:7]1[CH2:12][CH2:11][CH2:10][N:9]([C:13](=[O:31])[C@@H:14]([NH:16][C:17](=[O:30])[C@@H:18]([NH:22][C:23](=[O:24])[C:70]([CH2:75][CH2:76][O:77][CH3:78])([CH3:71])/[CH:69]=[CH:68]/[C:62]2[CH:61]=[C:60]3[C:65]([CH:66]=[CH:67][C:58]([C@H:56]([OH:55])[CH3:57])=[N:59]3)=[CH:64][CH:63]=2)[CH:19]([CH3:21])[CH3:20])[CH3:15])[NH:8]1)=[O:6]. (5) Given the reactants [CH2:1]([O:3][C:4]([C:6]1[CH:15]=[CH:14][C:13]2[C:8](=[CH:9][CH:10]=[C:11]([OH:16])[CH:12]=2)[CH:7]=1)=[O:5])[CH3:2].N1C=CC=CC=1.[S:23](O[S:23]([C:26]([F:29])([F:28])[F:27])(=[O:25])=[O:24])([C:26]([F:29])([F:28])[F:27])(=[O:25])=[O:24], predict the reaction product. The product is: [CH2:1]([O:3][C:4]([C:6]1[CH:15]=[CH:14][C:13]2[C:8](=[CH:9][CH:10]=[C:11]([O:16][S:23]([C:26]([F:29])([F:28])[F:27])(=[O:25])=[O:24])[CH:12]=2)[CH:7]=1)=[O:5])[CH3:2]. (6) Given the reactants [F:1][C:2]1[CH:10]=[CH:9][C:5]([C:6](O)=[O:7])=[CH:4][C:3]=1[N+:11]([O-:13])=[O:12].B.C1COCC1, predict the reaction product. The product is: [F:1][C:2]1[CH:10]=[CH:9][C:5]([CH2:6][OH:7])=[CH:4][C:3]=1[N+:11]([O-:13])=[O:12]. (7) Given the reactants C(OC(C1NC2C=C(Br)SC=2C=1)=O)C.[CH2:15]([C:22]1[S:29][C:28]2[CH:27]=[C:26]([C:30]([O:32][CH2:33][CH3:34])=[O:31])[NH:25][C:24]=2[CH:23]=1)[C:16]1[CH:21]=[CH:20][CH:19]=[CH:18][CH:17]=1.[Br-].C([Zn+])C1C=CC=CC=1.C1COCC1.[Cl-].[NH4+], predict the reaction product. The product is: [CH2:15]([C:22]1[S:29][C:28]2[CH:27]=[C:26]([C:30]([O:32][CH2:33][CH3:34])=[O:31])[NH:25][C:24]=2[CH:23]=1)[C:16]1[CH:17]=[CH:18][CH:19]=[CH:20][CH:21]=1. (8) The product is: [CH2:23]([O:25][C:26](=[O:30])[CH2:27][CH2:28][NH:29][C:7](=[O:9])[C:6]1[CH:5]=[CH:4][C:3]([CH:1]=[O:2])=[CH:11][CH:10]=1)[CH3:24]. Given the reactants [CH:1]([C:3]1[CH:11]=[CH:10][C:6]([C:7]([OH:9])=O)=[CH:5][CH:4]=1)=[O:2].ON1C2C=CC=CC=2N=N1.Cl.[CH2:23]([O:25][C:26](=[O:30])[CH2:27][CH2:28][NH2:29])[CH3:24].C(N(C(C)C)CC)(C)C, predict the reaction product.